From a dataset of hERG Central: cardiac toxicity at 1µM, 10µM, and general inhibition. Predict hERG channel inhibition at various concentrations. (1) Results: hERG_inhib (hERG inhibition (general)): blocker. The molecule is CCOc1cccc2sc(N(CCCN(C)C)C(=O)Cc3ccccc3)nc12.Cl. (2) The compound is Cc1ccc(CN2CCN(CCCc3ccccc3)CC2CCO)cc1. Results: hERG_inhib (hERG inhibition (general)): blocker.